This data is from Full USPTO retrosynthesis dataset with 1.9M reactions from patents (1976-2016). The task is: Predict the reactants needed to synthesize the given product. (1) Given the product [CH2:22]([C:21]([C:4]1[C:5]2[C:10](=[C:9]([N+:11]([O-:13])=[O:12])[CH:8]=[CH:7][CH:6]=2)[N:2]([CH3:1])[CH:3]=1)([C:18]1[CH:17]=[CH:16][C:15]([F:14])=[CH:20][CH:19]=1)[CH2:24][CH3:25])[CH3:23], predict the reactants needed to synthesize it. The reactants are: [CH3:1][N:2]1[C:10]2[C:5](=[CH:6][CH:7]=[CH:8][C:9]=2[N+:11]([O-:13])=[O:12])[CH:4]=[CH:3]1.[F:14][C:15]1[CH:20]=[CH:19][C:18]([C:21](O)([CH2:24][CH3:25])[CH2:22][CH3:23])=[CH:17][CH:16]=1.FC(F)(F)C(O)=O.C(=O)(O)[O-].[Na+]. (2) Given the product [CH3:34][C:25]1[C:24]([NH:23][C:20]2[N:19]=[CH:18][C:17]([C:14]3[CH:15]=[CH:16][C:11]([CH:8]4[CH2:9][CH2:10][CH:5]([CH2:4][C:3]([OH:35])=[O:2])[CH2:6][CH2:7]4)=[CH:12][CH:13]=3)=[CH:22][CH:21]=2)=[CH:29][CH:28]=[C:27]([C:30]([F:32])([F:31])[F:33])[N:26]=1, predict the reactants needed to synthesize it. The reactants are: C[O:2][C:3](=[O:35])[CH2:4][CH:5]1[CH2:10][CH2:9][CH:8]([C:11]2[CH:16]=[CH:15][C:14]([C:17]3[CH:18]=[N:19][C:20]([NH:23][C:24]4[C:25]([CH3:34])=[N:26][C:27]([C:30]([F:33])([F:32])[F:31])=[CH:28][CH:29]=4)=[CH:21][CH:22]=3)=[CH:13][CH:12]=2)[CH2:7][CH2:6]1.[Li+].[OH-]. (3) Given the product [Br:1][C:7]1[S:6][C:5]([CH:9]=[O:10])=[C:4]([CH3:3])[CH:8]=1, predict the reactants needed to synthesize it. The reactants are: [Br:1]Br.[CH3:3][C:4]1[CH:8]=[CH:7][S:6][C:5]=1[CH:9]=[O:10]. (4) Given the product [ClH:35].[CH3:1][C:2]1[CH:6]=[CH:5][S:4][C:3]=1[C:7]1[C:8](=[O:34])[NH:9][C:10](=[O:33])[N:11]([CH2:13][CH2:14][CH2:15][CH2:16][N:17]2[CH2:22][C@H:21]3[C@:19]([C:23]4[CH:28]=[CH:27][C:26]([C:29]([F:30])([F:32])[F:31])=[CH:25][CH:24]=4)([CH2:20]3)[CH2:18]2)[CH:12]=1, predict the reactants needed to synthesize it. The reactants are: [CH3:1][C:2]1[CH:6]=[CH:5][S:4][C:3]=1[C:7]1[C:8](=[O:34])[NH:9][C:10](=[O:33])[N:11]([CH2:13][CH2:14][CH2:15][CH2:16][N:17]2[CH2:22][C@H:21]3[C@:19]([C:23]4[CH:28]=[CH:27][C:26]([C:29]([F:32])([F:31])[F:30])=[CH:25][CH:24]=4)([CH2:20]3)[CH2:18]2)[CH:12]=1.[ClH:35]. (5) The reactants are: [CH2:1]([O:8][C:9]1[CH:14]=[CH:13][C:12]([CH:15]([O:19][CH3:20])[C:16]([OH:18])=O)=[CH:11][CH:10]=1)[C:2]1[CH:7]=[CH:6][CH:5]=[CH:4][CH:3]=1.[NH2:21][CH2:22][C:23]1[CH:30]=[CH:29][C:26]([C:27]#[N:28])=[CH:25][CH:24]=1. Given the product [CH2:1]([O:8][C:9]1[CH:10]=[CH:11][C:12]([CH:15]([O:19][CH3:20])[C:16]([NH:28][CH2:27][C:26]2[CH:29]=[CH:30][C:23]([C:22]#[N:21])=[CH:24][CH:25]=2)=[O:18])=[CH:13][CH:14]=1)[C:2]1[CH:3]=[CH:4][CH:5]=[CH:6][CH:7]=1, predict the reactants needed to synthesize it.